Dataset: Catalyst prediction with 721,799 reactions and 888 catalyst types from USPTO. Task: Predict which catalyst facilitates the given reaction. (1) Reactant: [CH2:1]([Li])CCC.C(NC(C)C)(C)C.[C:13]([O:18][CH3:19])(=[O:17])[CH:14]([CH3:16])[CH3:15].[CH2:20](Br)/[CH:21]=[CH:22]/[CH2:23][CH2:24][CH2:25][CH2:26][CH2:27][CH2:28]C. Product: [CH3:15][C:14]([CH3:1])([CH2:16]/[CH:20]=[CH:21]/[CH2:22][CH2:23][CH2:24][CH2:25][CH2:26][CH2:27][CH3:28])[C:13]([O:18][CH3:19])=[O:17]. The catalyst class is: 1. (2) Product: [Br:1][C:2]1[CH:7]=[CH:6][C:5]([NH:29][CH2:30][CH2:31][N:32]2[CH2:37][CH2:36][O:35][CH2:34][CH2:33]2)=[C:4]([N+:9]([O-:11])=[O:10])[C:3]=1[O:12][C:13]1[CH:18]=[CH:17][CH:16]=[CH:15][CH:14]=1. Reactant: [Br:1][C:2]1[CH:7]=[CH:6][C:5](F)=[C:4]([N+:9]([O-:11])=[O:10])[C:3]=1[O:12][C:13]1[CH:18]=[CH:17][CH:16]=[CH:15][CH:14]=1.C(=O)([O-])[O-].[Cs+].[Cs+].CS(C)=O.[NH2:29][CH2:30][CH2:31][N:32]1[CH2:37][CH2:36][O:35][CH2:34][CH2:33]1. The catalyst class is: 69.